This data is from Reaction yield outcomes from USPTO patents with 853,638 reactions. The task is: Predict the reaction yield, written as a fraction of the theoretical maximum amount of product (1.0 means a 100% yield; for example, 0.34 means a 34% yield). (1) The reactants are [C:1]([O:5][C:6]([NH:8][CH:9]1[CH2:12][NH:11][CH2:10]1)=[O:7])([CH3:4])([CH3:3])[CH3:2].Br[C:14]1[S:15][C:16]([C:23]([O:25][CH2:26][CH3:27])=[O:24])=[C:17]([CH2:19][CH2:20][CH2:21][CH3:22])[N:18]=1.C(N(C(C)C)CC)(C)C. No catalyst specified. The product is [C:1]([O:5][C:6]([NH:8][CH:9]1[CH2:10][N:11]([C:14]2[S:15][C:16]([C:23]([O:25][CH2:26][CH3:27])=[O:24])=[C:17]([CH2:19][CH2:20][CH2:21][CH3:22])[N:18]=2)[CH2:12]1)=[O:7])([CH3:4])([CH3:2])[CH3:3]. The yield is 0.740. (2) The reactants are C(O)C.C([O-])([O-])=O.[Na+].[Na+].Cl[C:11]1[CH:16]=[N:15][CH:14]=[CH:13][N:12]=1.[CH:17]([C:19]1[CH:24]=[CH:23][C:22](B(O)O)=[CH:21][CH:20]=1)=[O:18]. The catalyst is C1(C)C=CC=CC=1.CCOC(C)=O.C1C=CC([P]([Pd]([P](C2C=CC=CC=2)(C2C=CC=CC=2)C2C=CC=CC=2)([P](C2C=CC=CC=2)(C2C=CC=CC=2)C2C=CC=CC=2)[P](C2C=CC=CC=2)(C2C=CC=CC=2)C2C=CC=CC=2)(C2C=CC=CC=2)C2C=CC=CC=2)=CC=1. The product is [N:12]1[CH:13]=[CH:14][N:15]=[CH:16][C:11]=1[C:22]1[CH:23]=[CH:24][C:19]([CH:17]=[O:18])=[CH:20][CH:21]=1. The yield is 0.970. (3) The reactants are [C:1](Cl)(=[O:7])[CH2:2][CH2:3][CH2:4][CH2:5][CH3:6].[CH2:9]([O:16][C:17]1[CH:18]=[C:19]([CH:33]=[CH:34][CH:35]=1)[C:20]([NH:22][C:23]1[CH:28]=[CH:27][CH:26]=[CH:25][C:24]=1[S:29](=[O:32])(=[O:31])[NH2:30])=[O:21])[CH2:10][CH2:11][CH2:12][CH2:13][CH2:14][CH3:15]. The catalyst is CN(C)C1C=CN=CC=1.O1CCCC1. The product is [CH2:9]([O:16][C:17]1[CH:18]=[C:19]([CH:33]=[CH:34][CH:35]=1)[C:20]([NH:22][C:23]1[CH:28]=[CH:27][CH:26]=[CH:25][C:24]=1[S:29]([NH:30][C:1](=[O:7])[CH2:2][CH2:3][CH2:4][CH2:5][CH3:6])(=[O:32])=[O:31])=[O:21])[CH2:10][CH2:11][CH2:12][CH2:13][CH2:14][CH3:15]. The yield is 0.844.